The task is: Predict the product of the given reaction.. This data is from Forward reaction prediction with 1.9M reactions from USPTO patents (1976-2016). Given the reactants [CH:1]([C:3]1[CH:11]=[CH:10][C:6]([C:7]([OH:9])=O)=[CH:5][CH:4]=1)=[O:2].[NH:12]1[CH2:16][CH2:15][CH:14]=[CH:13]1.C(N(CC)CC)C, predict the reaction product. The product is: [N:12]1([C:7]([C:6]2[CH:5]=[CH:4][C:3]([CH:1]=[O:2])=[CH:11][CH:10]=2)=[O:9])[CH2:16][CH:15]=[CH:14][CH2:13]1.